From a dataset of Catalyst prediction with 721,799 reactions and 888 catalyst types from USPTO. Predict which catalyst facilitates the given reaction. (1) Reactant: [F:1][C:2]1[CH:7]=[CH:6][C:5]([C:8](=[C:11]([OH:18])[C:12]2[CH:17]=[CH:16][N:15]=[CH:14][CH:13]=2)C#N)=[CH:4][CH:3]=1.N. Product: [F:1][C:2]1[CH:7]=[CH:6][C:5]([CH2:8][C:11]([C:12]2[CH:17]=[CH:16][N:15]=[CH:14][CH:13]=2)=[O:18])=[CH:4][CH:3]=1. The catalyst class is: 201. (2) The catalyst class is: 20. Product: [C:38]([O:37][C:35]([NH:34][CH2:33][CH2:32][CH2:31][N:28]1[C:27]([C:42]([O:44][CH3:45])=[O:43])=[C:26]2[C:30]([C:22]3[CH:21]=[C:20]([CH2:16][CH2:15][C:14]4[CH:17]=[CH:18][C:11]([Cl:10])=[CH:12][CH:13]=4)[C:47]([O:48][CH3:49])=[CH:46][C:23]=3[CH2:24][CH2:25]2)=[N:29]1)=[O:36])([CH3:40])([CH3:41])[CH3:39]. Reactant: B1C2CCCC1CCC2.[Cl:10][C:11]1[CH:18]=[CH:17][C:14]([CH:15]=[CH2:16])=[CH:13][CH:12]=1.Br[C:20]1[C:47]([O:48][CH3:49])=[CH:46][C:23]2[CH2:24][CH2:25][C:26]3[C:30]([C:22]=2[CH:21]=1)=[N:29][N:28]([CH2:31][CH2:32][CH2:33][NH:34][C:35]([O:37][C:38]([CH3:41])([CH3:40])[CH3:39])=[O:36])[C:27]=3[C:42]([O:44][CH3:45])=[O:43].[O-]P([O-])([O-])=O.[K+].[K+].[K+]. (3) The catalyst class is: 368. Reactant: Br[C:2]1[CH:3]=[C:4]([S:11]([NH:14][C:15]([CH3:18])([CH3:17])[CH3:16])(=[O:13])=[O:12])[C:5]([CH:8]([F:10])[F:9])=[N:6][CH:7]=1.[CH3:19][C:20]1([CH3:36])[C:24]([CH3:26])([CH3:25])[O:23][B:22]([B:22]2[O:23][C:24]([CH3:26])([CH3:25])[C:20]([CH3:36])([CH3:19])[O:21]2)[O:21]1.CC([O-])=O.[K+]. Product: [C:15]([NH:14][S:11]([C:4]1[C:5]([CH:8]([F:10])[F:9])=[N:6][CH:7]=[C:2]([B:22]2[O:23][C:24]([CH3:26])([CH3:25])[C:20]([CH3:36])([CH3:19])[O:21]2)[CH:3]=1)(=[O:13])=[O:12])([CH3:18])([CH3:17])[CH3:16]. (4) Reactant: CC1(C)C(C)(C)OB([C:9]2[CH:18]=[CH:17][CH:16]=[CH:15][C:10]=2[C:11]([O:13][CH3:14])=[O:12])O1.Cl[C:21]1[N:26]=[CH:25][CH:24]=[C:23]([Cl:27])[N:22]=1.C(=O)([O-])[O-].[Na+].[Na+].COCCOC. Product: [Cl:27][C:23]1[N:22]=[CH:21][N:26]=[C:25]([C:9]2[CH:18]=[CH:17][CH:16]=[CH:15][C:10]=2[C:11]([O:13][CH3:14])=[O:12])[CH:24]=1. The catalyst class is: 257. (5) Reactant: [N:1]([CH:4]1[CH2:13][CH2:12][CH2:11][C:10]2[CH:9]=[C:8]([O:14][S:15]([C:18]([F:21])([F:20])[F:19])(=[O:17])=[O:16])[CH:7]=[CH:6][C:5]1=2)=[N+]=[N-].C1C=CC(P(C2C=CC=CC=2)C2C=CC=CC=2)=CC=1.O.Cl. Product: [NH2:1][CH:4]1[CH2:13][CH2:12][CH2:11][C:10]2[CH:9]=[C:8]([O:14][S:15]([C:18]([F:21])([F:19])[F:20])(=[O:17])=[O:16])[CH:7]=[CH:6][C:5]1=2. The catalyst class is: 1. (6) Reactant: [Br:1][C:2]1[CH:7]=[C:6]([N+:8]([O-])=O)[C:5]([CH3:11])=[CH:4][C:3]=1[F:12].[CH3:13]CN(CC)CC.CN(C=O)C. Product: [Br:1][C:2]1[CH:7]=[C:6]2[C:5]([CH:11]=[CH:13][NH:8]2)=[CH:4][C:3]=1[F:12]. The catalyst class is: 25. (7) Reactant: [C:1]1([C:14]2[CH:19]=[CH:18][CH:17]=[CH:16][CH:15]=2)[CH:6]=[CH:5][C:4]([NH:7][C:8](=[O:13])[CH2:9][C:10]([OH:12])=O)=[CH:3][CH:2]=1.C1C=CC2N(O)N=NC=2C=1.CCN(C(C)C)C(C)C.CCN=C=NCCCN(C)C.Cl.FC(F)(F)C(O)=O.[Br:58][C:59]1[CH:72]=[CH:71][CH:70]=[CH:69][C:60]=1[O:61][CH:62]1[CH2:67][CH2:66][N:65](N)[CH2:64][CH2:63]1. Product: [C:1]1([C:14]2[CH:19]=[CH:18][CH:17]=[CH:16][CH:15]=2)[CH:2]=[CH:3][C:4]([NH:7][C:8](=[O:13])[CH2:9][C:10]([N:65]2[CH2:64][CH2:63][CH:62]([O:61][C:60]3[CH:69]=[CH:70][CH:71]=[CH:72][C:59]=3[Br:58])[CH2:67][CH2:66]2)=[O:12])=[CH:5][CH:6]=1. The catalyst class is: 18.